This data is from Catalyst prediction with 721,799 reactions and 888 catalyst types from USPTO. The task is: Predict which catalyst facilitates the given reaction. (1) Reactant: [CH3:1][O:2][C:3]1[CH:8]=[CH:7][C:6]([N+:9]([O-])=O)=[CH:5][C:4]=1[NH:12][S:13]([CH3:16])(=[O:15])=[O:14]. Product: [CH3:1][O:2][C:3]1[CH:8]=[CH:7][C:6]([NH2:9])=[CH:5][C:4]=1[NH:12][S:13]([CH3:16])(=[O:15])=[O:14]. The catalyst class is: 19. (2) Reactant: O=[C:2]1[O:7][CH:6]([C:8]2[CH:13]=[CH:12][CH:11]=[CH:10][CH:9]=2)[C:5]2[CH:14]=[C:15]([NH:18][S:19]([C:22]3[S:23][CH:24]=[CH:25][CH:26]=3)(=[O:21])=[O:20])[CH:16]=[CH:17][C:4]=2[NH:3]1.COC1C=CC(P2(SP(C3C=CC(OC)=CC=3)(=S)S2)=[S:36])=CC=1.C1(C)C=CC=CC=1. Product: [C:8]1([CH:6]2[C:5]3[CH:14]=[C:15]([NH:18][S:19]([C:22]4[S:23][CH:24]=[CH:25][CH:26]=4)(=[O:20])=[O:21])[CH:16]=[CH:17][C:4]=3[NH:3][C:2](=[S:36])[O:7]2)[CH:13]=[CH:12][CH:11]=[CH:10][CH:9]=1. The catalyst class is: 7. (3) Reactant: [CH3:1][O:2][C:3]([N:5]([C:26]1[CH:31]=[CH:30][CH:29]=[CH:28][CH:27]=1)[NH:6][C:7]([C:9]1[C:18]2[C:13](=[CH:14][CH:15]=[CH:16][CH:17]=2)[N:12]=[C:11]([C:19]2[CH:24]=[CH:23][CH:22]=[CH:21][CH:20]=2)[C:10]=1[CH3:25])=[O:8])=[O:4].[Br:32]N1C(=O)CCC1=O. Product: [CH3:1][O:2][C:3]([N:5]([C:26]1[CH:31]=[CH:30][CH:29]=[CH:28][CH:27]=1)[NH:6][C:7]([C:9]1[C:18]2[C:13](=[CH:14][CH:15]=[CH:16][CH:17]=2)[N:12]=[C:11]([C:19]2[CH:20]=[CH:21][CH:22]=[CH:23][CH:24]=2)[C:10]=1[CH2:25][Br:32])=[O:8])=[O:4]. The catalyst class is: 53. (4) Reactant: [CH3:1][O:2][C:3](=[O:15])[C:4]1[CH:12]=[CH:11][C:7]([C:8]([OH:10])=O)=[C:6]([O:13][CH3:14])[CH:5]=1.C(Cl)CCl.C1C=[N:24][C:23]2N(O)N=NC=2C=1.CCN(C(C)C)C(C)C.CN[CH2:41][CH2:42][N:43]1[CH2:48][CH2:47][CH:46]([O:49][C:50](=[O:64])[NH:51][C:52]2[CH:57]=[CH:56][CH:55]=[CH:54][C:53]=2[C:58]2[CH:63]=[CH:62][CH:61]=[CH:60][CH:59]=2)[CH2:45][CH2:44]1. Product: [CH3:1][O:2][C:3](=[O:15])[C:4]1[CH:12]=[CH:11][C:7]([C:8]([NH:24][CH3:23])=[O:10])=[C:6]([O:13][CH3:14])[C:5]=1[CH2:41][CH2:42][N:43]1[CH2:44][CH2:45][CH:46]([O:49][C:50](=[O:64])[NH:51][C:52]2[CH:57]=[CH:56][CH:55]=[CH:54][C:53]=2[C:58]2[CH:63]=[CH:62][CH:61]=[CH:60][CH:59]=2)[CH2:47][CH2:48]1. The catalyst class is: 3. (5) Product: [Br:14][C:15]1[CH:16]=[C:17]([C:8]2[CH:9]=[CH:10][C:5]([C:3]([O:2][CH3:1])=[O:4])=[CH:6][CH:7]=2)[CH:18]=[CH:19][CH:20]=1. The catalyst class is: 75. Reactant: [CH3:1][O:2][C:3]([C:5]1[CH:10]=[CH:9][C:8](B(O)O)=[CH:7][CH:6]=1)=[O:4].[Br:14][C:15]1[CH:20]=[CH:19][CH:18]=[C:17](I)[CH:16]=1.[F-].[Cs+].C(OCC)(=O)C. (6) Reactant: [CH3:1][C:2]([CH3:35])([CH2:12][NH:13][C:14]1[CH:19]=[CH:18][CH:17]=[CH:16][C:15]=1[NH:20][C:21](=O)[CH2:22][NH:23][C:24]([O:26][CH2:27][C:28]1[CH:33]=[CH:32][CH:31]=[CH:30][CH:29]=1)=[O:25])[CH2:3][NH:4][C:5](=[O:11])[O:6][C:7]([CH3:10])([CH3:9])[CH3:8]. Product: [CH3:1][C:2]([CH3:35])([CH2:12][N:13]1[C:14]2[CH:19]=[CH:18][CH:17]=[CH:16][C:15]=2[N:20]=[C:21]1[CH2:22][NH:23][C:24]([O:26][CH2:27][C:28]1[CH:33]=[CH:32][CH:31]=[CH:30][CH:29]=1)=[O:25])[CH2:3][NH:4][C:5](=[O:11])[O:6][C:7]([CH3:10])([CH3:9])[CH3:8]. The catalyst class is: 15. (7) Reactant: [CH:1]12[CH2:10][CH:5]3[CH2:6][CH:7]([CH2:9][CH:3]([CH2:4]3)[CH:2]1[NH:11][C:12](=[O:44])[C:13]1[CH:18]=[CH:17][C:16]([O:19][CH:20]3[CH2:25][CH2:24][CH:23]([O:26][Si](C(C)(C)C)(C4C=CC=CC=4)C4C=CC=CC=4)[CH2:22][CH2:21]3)=[CH:15][CH:14]=1)[CH2:8]2.CCCC[N+](CCCC)(CCCC)CCCC.[F-]. Product: [CH:1]12[CH2:10][CH:5]3[CH2:6][CH:7]([CH2:9][CH:3]([CH2:4]3)[CH:2]1[NH:11][C:12](=[O:44])[C:13]1[CH:18]=[CH:17][C:16]([O:19][CH:20]3[CH2:21][CH2:22][CH:23]([OH:26])[CH2:24][CH2:25]3)=[CH:15][CH:14]=1)[CH2:8]2. The catalyst class is: 1.